From a dataset of Peptide-MHC class II binding affinity with 134,281 pairs from IEDB. Regression. Given a peptide amino acid sequence and an MHC pseudo amino acid sequence, predict their binding affinity value. This is MHC class II binding data. (1) The peptide sequence is DTFRKLFRDYSNFLR. The MHC is DRB1_0701 with pseudo-sequence DRB1_0701. The binding affinity (normalized) is 0.0959. (2) The peptide sequence is GVSWMIRILIGFLVL. The MHC is DRB1_0101 with pseudo-sequence DRB1_0101. The binding affinity (normalized) is 0.123. (3) The peptide sequence is EDTNIYNSNEAFKVE. The MHC is DRB1_0404 with pseudo-sequence DRB1_0404. The binding affinity (normalized) is 0.256. (4) The peptide sequence is IYVILAILTIIGLIA. The MHC is DRB1_0802 with pseudo-sequence DRB1_0802. The binding affinity (normalized) is 0.0768. (5) The peptide sequence is YEEFCDAVYENDKLK. The MHC is DRB1_0401 with pseudo-sequence DRB1_0401. The binding affinity (normalized) is 0.390. (6) The peptide sequence is TGVMRGNHYAFVGVM. The MHC is DRB5_0101 with pseudo-sequence DRB5_0101. The binding affinity (normalized) is 0.680. (7) The peptide sequence is HAPAAPANPGLIIGALAGST. The MHC is HLA-DQA10501-DQB10301 with pseudo-sequence HLA-DQA10501-DQB10301. The binding affinity (normalized) is 0.877. (8) The MHC is DRB1_1101 with pseudo-sequence DRB1_1101. The peptide sequence is PWQSGSGGVWREMHH. The binding affinity (normalized) is 0.538. (9) The peptide sequence is WDDLRSLCLFSYHRLR. The MHC is DRB1_0901 with pseudo-sequence DRB1_0901. The binding affinity (normalized) is 0.382.